Dataset: Full USPTO retrosynthesis dataset with 1.9M reactions from patents (1976-2016). Task: Predict the reactants needed to synthesize the given product. Given the product [CH2:1]([N:3]1[C:4]2[N:8]([N:7]=[C:6]([C:12]3[CH:13]=[CH:14][C:15]([F:18])=[CH:16][CH:17]=3)[C:5]=2[C:19]2[CH:20]=[CH:21][C:22](=[O:32])[N:23]([C:25]3[CH:30]=[CH:29][CH:28]=[CH:27][C:26]=3[CH3:31])[N:24]=2)[CH2:9][CH2:10]1)[CH3:2], predict the reactants needed to synthesize it. The reactants are: [CH2:1]([NH:3][C:4]1[N:8]([CH2:9][CH2:10]O)[N:7]=[C:6]([C:12]2[CH:17]=[CH:16][C:15]([F:18])=[CH:14][CH:13]=2)[C:5]=1[C:19]1[CH:20]=[CH:21][C:22](=[O:32])[N:23]([C:25]2[CH:30]=[CH:29][CH:28]=[CH:27][C:26]=2[CH3:31])[N:24]=1)[CH3:2].N1C=CN=C1.C1(P(C2C=CC=CC=2)C2C=CC=CC=2)C=CC=CC=1.II.